This data is from Forward reaction prediction with 1.9M reactions from USPTO patents (1976-2016). The task is: Predict the product of the given reaction. (1) Given the reactants [NH2:1][C:2]1[CH:11]=[C:10]([Br:12])[CH:9]=[CH:8][C:3]=1[C:4]([O:6][CH3:7])=[O:5].C([O-])(O)=O.[Na+].[C:18](Cl)(Cl)=[S:19], predict the reaction product. The product is: [Br:12][C:10]1[CH:9]=[CH:8][C:3]([C:4]([O:6][CH3:7])=[O:5])=[C:2]([N:1]=[C:18]=[S:19])[CH:11]=1. (2) The product is: [NH2:1][C:4]1[CH:9]=[CH:8][C:7]([C:10]2[O:14][C:13]([N:15]([CH2:23][CH2:24][CH2:25][N:26]3[CH2:27][CH2:28][CH2:29][CH2:30][CH2:31]3)[C:16](=[O:22])[O:17][C:18]([CH3:20])([CH3:21])[CH3:19])=[N:12][N:11]=2)=[CH:6][CH:5]=1. Given the reactants [N+:1]([C:4]1[CH:9]=[CH:8][C:7]([C:10]2[O:14][C:13]([N:15]([CH2:23][CH2:24][CH2:25][N:26]3[CH2:31][CH2:30][CH2:29][CH2:28][CH2:27]3)[C:16](=[O:22])[O:17][C:18]([CH3:21])([CH3:20])[CH3:19])=[N:12][N:11]=2)=[CH:6][CH:5]=1)([O-])=O, predict the reaction product. (3) Given the reactants C(OC([N:8]1[CH2:13][CH2:12][O:11][C@H:10]([C:14]2[CH:19]=[CH:18][C:17]([NH:20][C:21]([C:23]3[CH:28]=[N:27][C:26]([C:29]([F:32])([F:31])[F:30])=[CH:25][N:24]=3)=[O:22])=[CH:16][C:15]=2[C:33]#[N:34])[CH2:9]1)=O)(C)(C)C.[ClH:35], predict the reaction product. The product is: [ClH:35].[C:33]([C:15]1[CH:16]=[C:17]([NH:20][C:21]([C:23]2[CH:28]=[N:27][C:26]([C:29]([F:32])([F:30])[F:31])=[CH:25][N:24]=2)=[O:22])[CH:18]=[CH:19][C:14]=1[C@H:10]1[O:11][CH2:12][CH2:13][NH:8][CH2:9]1)#[N:34]. (4) Given the reactants Br[C:2]1[CH:7]=[CH:6][C:5]([C:8]([N:10]2[CH2:15][CH2:14][N:13]([C:16]3[C:21]([CH3:22])=[CH:20][C:19]([CH3:23])=[CH:18][N:17]=3)[CH2:12][CH2:11]2)=[O:9])=[C:4]([S:24]([CH3:27])(=[O:26])=[O:25])[CH:3]=1.[CH2:28]([C@@H:30]1[CH2:34][O:33][C:32](=[O:35])[NH:31]1)[CH3:29], predict the reaction product. The product is: [CH3:22][C:21]1[C:16]([N:13]2[CH2:14][CH2:15][N:10]([C:8]([C:5]3[CH:6]=[CH:7][C:2]([N:31]4[C@H:30]([CH2:28][CH3:29])[CH2:34][O:33][C:32]4=[O:35])=[CH:3][C:4]=3[S:24]([CH3:27])(=[O:26])=[O:25])=[O:9])[CH2:11][CH2:12]2)=[N:17][CH:18]=[C:19]([CH3:23])[CH:20]=1. (5) Given the reactants [C:1]([C:3]1[CH:8]=[CH:7][C:6]([C@@H:9]2[C:14]([C:15]#[N:16])=[C:13]([CH3:17])[N:12]([C:18]3[CH:23]=[CH:22][CH:21]=[C:20]([C:24]([F:27])([F:26])[F:25])[CH:19]=3)[C:11](=[O:28])[NH:10]2)=[C:5]([S:29]([CH3:32])(=[O:31])=[O:30])[CH:4]=1)#[N:2].[C:33]([C:35]1[CH:40]=[CH:39][C:38](B(O)O)=[CH:37][CH:36]=1)#[N:34].N1C=CC=CC=1.C(N(CC)CC)C, predict the reaction product. The product is: [C:1]([C:3]1[CH:8]=[CH:7][C:6]([C@@H:9]2[C:14]([C:15]#[N:16])=[C:13]([CH3:17])[N:12]([C:18]3[CH:23]=[CH:22][CH:21]=[C:20]([C:24]([F:27])([F:26])[F:25])[CH:19]=3)[C:11](=[O:28])[N:10]2[C:38]2[CH:39]=[CH:40][C:35]([C:33]#[N:34])=[CH:36][CH:37]=2)=[C:5]([S:29]([CH3:32])(=[O:31])=[O:30])[CH:4]=1)#[N:2]. (6) Given the reactants [Br:1][C:2]1[N:3]=[CH:4][C:5]([NH:8][CH2:9][C:10]2[CH:15]=[C:14]([C:16]([F:19])([F:18])[F:17])[CH:13]=[CH:12][C:11]=2[CH:20]([N:24]2[CH2:29][CH2:28][O:27][CH2:26][CH2:25]2)[CH:21]([CH3:23])[CH3:22])=[N:6][CH:7]=1.CC(C)([O-])C.[K+].[F:36][C:37]([F:51])([F:50])[C:38]1[CH:39]=[C:40]([CH:43]=[C:44]([C:46]([F:49])([F:48])[F:47])[CH:45]=1)[CH2:41]Br, predict the reaction product. The product is: [F:36][C:37]([F:50])([F:51])[C:38]1[CH:39]=[C:40]([CH:43]=[C:44]([C:46]([F:49])([F:47])[F:48])[CH:45]=1)[CH2:41][N:8]([C:5]1[CH:4]=[N:3][C:2]([Br:1])=[CH:7][N:6]=1)[CH2:9][C:10]1[CH:15]=[C:14]([C:16]([F:17])([F:18])[F:19])[CH:13]=[CH:12][C:11]=1[CH:20]([N:24]1[CH2:25][CH2:26][O:27][CH2:28][CH2:29]1)[CH:21]([CH3:23])[CH3:22]. (7) Given the reactants BrC1C=CC(O)=C(C2C=[CH:16][C:15]3[C:10](=[CH:11][CH:12]=[C:13]([C:18]4[N:22]([CH:23]5[CH2:28][CH2:27][CH2:26][CH2:25][CH2:24]5)[C:21]5[CH:29]=[CH:30][C:31]([C:33]([OH:35])=[O:34])=[CH:32][C:20]=5[N:19]=4)[CH:14]=3)[N:9]=2)C=1.C(OC(C1C=CC2N(C3CCCCC3)C(C3C=CC(N)=C(C=O)C=3)=NC=2C=1)=O)C.[OH:66][C:67]1[CH:72]=[CH:71][CH:70]=[C:69]([O:73][CH3:74])[C:68]=1[C:75](=O)[CH3:76].[OH-].[K+], predict the reaction product. The product is: [CH:23]1([N:22]2[C:21]3[CH:29]=[CH:30][C:31]([C:33]([OH:35])=[O:34])=[CH:32][C:20]=3[N:19]=[C:18]2[C:13]2[CH:14]=[C:15]3[C:10](=[CH:11][CH:12]=2)[N:9]=[C:75]([C:68]2[C:69]([O:73][CH3:74])=[CH:70][CH:71]=[CH:72][C:67]=2[OH:66])[CH:76]=[CH:16]3)[CH2:24][CH2:25][CH2:26][CH2:27][CH2:28]1.